Dataset: NCI-60 drug combinations with 297,098 pairs across 59 cell lines. Task: Regression. Given two drug SMILES strings and cell line genomic features, predict the synergy score measuring deviation from expected non-interaction effect. (1) Synergy scores: CSS=44.4, Synergy_ZIP=1.56, Synergy_Bliss=-0.305, Synergy_Loewe=-50.4, Synergy_HSA=-1.97. Cell line: HT29. Drug 1: CN1C(=O)N2C=NC(=C2N=N1)C(=O)N. Drug 2: B(C(CC(C)C)NC(=O)C(CC1=CC=CC=C1)NC(=O)C2=NC=CN=C2)(O)O. (2) Drug 1: COC1=C(C=C2C(=C1)N=CN=C2NC3=CC(=C(C=C3)F)Cl)OCCCN4CCOCC4. Drug 2: C1=CC(=CC=C1CCCC(=O)O)N(CCCl)CCCl. Cell line: K-562. Synergy scores: CSS=31.6, Synergy_ZIP=7.84, Synergy_Bliss=8.02, Synergy_Loewe=8.27, Synergy_HSA=10.7.